This data is from Full USPTO retrosynthesis dataset with 1.9M reactions from patents (1976-2016). The task is: Predict the reactants needed to synthesize the given product. (1) Given the product [S:1]1[C:5]2[CH:6]=[CH:7][C:8]([NH:10][C:11]3[C:20]4[C:15](=[CH:16][C:17]([O:28]/[CH:39]=[CH:38]/[C:37]([O:41][CH3:42])=[O:40])=[C:18]([S:21]([C:24]([CH3:25])([CH3:27])[CH3:26])(=[O:22])=[O:23])[CH:19]=4)[N:14]=[CH:13][N:12]=3)=[CH:9][C:4]=2[N:3]=[CH:2]1, predict the reactants needed to synthesize it. The reactants are: [S:1]1[C:5]2[CH:6]=[CH:7][C:8]([NH:10][C:11]3[C:20]4[C:15](=[CH:16][C:17]([OH:28])=[C:18]([S:21]([C:24]([CH3:27])([CH3:26])[CH3:25])(=[O:23])=[O:22])[CH:19]=4)[N:14]=[CH:13][N:12]=3)=[CH:9][C:4]=2[N:3]=[CH:2]1.C1N2CCN(CC2)C1.[C:37]([O:41][CH3:42])(=[O:40])[C:38]#[CH:39]. (2) Given the product [CH3:1][O:2][C:3]1[CH:16]=[CH:15][C:6]([CH2:7][N:8]2[CH2:13][CH2:12][C:11](=[N:18][OH:19])[CH2:10][CH2:9]2)=[CH:5][CH:4]=1, predict the reactants needed to synthesize it. The reactants are: [CH3:1][O:2][C:3]1[CH:16]=[CH:15][C:6]([CH2:7][N:8]2[CH2:13][CH2:12][C:11](=O)[CH2:10][CH2:9]2)=[CH:5][CH:4]=1.Cl.[NH2:18][OH:19]. (3) Given the product [N+:1]([C:4]1[CH:27]=[CH:26][C:7]([NH:8][C:9]2[CH:10]=[CH:11][C:12]([OH:15])=[CH:13][CH:14]=2)=[CH:6][C:5]=1[C:28]([F:29])([F:30])[F:31])([O-:3])=[O:2], predict the reactants needed to synthesize it. The reactants are: [N+:1]([C:4]1[CH:27]=[CH:26][C:7]([NH:8][C:9]2[CH:14]=[CH:13][C:12]([O:15][Si](C(C)C)(C(C)C)C(C)C)=[CH:11][CH:10]=2)=[CH:6][C:5]=1[C:28]([F:31])([F:30])[F:29])([O-:3])=[O:2].CCCC[N+](CCCC)(CCCC)CCCC.[F-]. (4) The reactants are: [CH:1]([NH:4]C(C)C)(C)[CH3:2].[Li]CCCC.CN(P(N(C)C)(N(C)C)=O)C.[CH2:24]([O:26][C:27]([CH:29]1[CH2:38][CH2:37][C:32]2([O:36][CH2:35][CH2:34][O:33]2)[CH2:31][CH2:30]1)=[O:28])[CH3:25].BrCC#N. Given the product [CH2:24]([O:26][C:27]([C:29]1([CH2:2][C:1]#[N:4])[CH2:38][CH2:37][C:32]2([O:33][CH2:34][CH2:35][O:36]2)[CH2:31][CH2:30]1)=[O:28])[CH3:25], predict the reactants needed to synthesize it. (5) The reactants are: [Cl:1][C:2]1[C:3]([C:11]([F:14])([F:13])[F:12])=[C:4]([CH:8]=[CH:9][CH:10]=1)[C:5](O)=[O:6]. Given the product [Cl:1][C:2]1[C:3]([C:11]([F:12])([F:13])[F:14])=[C:4]([CH2:5][OH:6])[CH:8]=[CH:9][CH:10]=1, predict the reactants needed to synthesize it.